From a dataset of Catalyst prediction with 721,799 reactions and 888 catalyst types from USPTO. Predict which catalyst facilitates the given reaction. (1) Reactant: C(OC([N:8]1[CH2:14][CH2:13][CH2:12][N:11]([C:15]2[N:19]([CH2:20][C:21]3[O:22][CH:23]=[CH:24][CH:25]=3)[C:18]3[CH:26]=[CH:27][CH:28]=[CH:29][C:17]=3[N:16]=2)[CH2:10][CH2:9]1)=O)(C)(C)C.[ClH:30].C(OCC)C. Product: [ClH:30].[O:22]1[CH:23]=[CH:24][CH:25]=[C:21]1[CH2:20][N:19]1[C:18]2[CH:26]=[CH:27][CH:28]=[CH:29][C:17]=2[N:16]=[C:15]1[N:11]1[CH2:12][CH2:13][CH2:14][NH:8][CH2:9][CH2:10]1. The catalyst class is: 12. (2) Reactant: C(OC([N:8]1[CH2:13][CH2:12][CH2:11][C@H:10]([C:14]2[O:18][N:17]=[C:16]([C:19]3[NH:20][CH:21]=[C:22]([F:24])[CH:23]=3)[N:15]=2)[CH2:9]1)=O)(C)(C)C.[F:25][C:26]([F:31])([F:30])[C:27]([OH:29])=[O:28]. Product: [F:25][C:26]([F:31])([F:30])[C:27]([OH:29])=[O:28].[F:24][C:22]1[CH:23]=[C:19]([C:16]2[N:15]=[C:14]([C@H:10]3[CH2:11][CH2:12][CH2:13][NH:8][CH2:9]3)[O:18][N:17]=2)[NH:20][CH:21]=1. The catalyst class is: 2. (3) Reactant: [C:1]([O:10]CC)(=[O:9])[C:2]1[C:3](=[CH:5][CH:6]=[CH:7][CH:8]=1)[OH:4].[OH-].[CH2:14]([N+:18]([CH2:27][CH2:28][CH2:29][CH3:30])([CH2:23][CH2:24][CH2:25][CH3:26])[CH2:19][CH2:20][CH2:21][CH3:22])[CH2:15][CH2:16][CH3:17]. Product: [C:1]([O-:10])(=[O:9])[C:2]1[C:3](=[CH:5][CH:6]=[CH:7][CH:8]=1)[OH:4].[CH2:27]([N+:18]([CH2:14][CH2:15][CH2:16][CH3:17])([CH2:19][CH2:20][CH2:21][CH3:22])[CH2:23][CH2:24][CH2:25][CH3:26])[CH2:28][CH2:29][CH3:30]. The catalyst class is: 6. (4) Reactant: Br[C:2]1[CH:3]=[N:4][CH:5]=[C:6]([C:8]#[C:9][CH3:10])[CH:7]=1.CC1CCCO1.[B:17](OC(C)C)([O:22]C(C)C)[O:18]C(C)C.[Li]CCCC.Cl. Product: [C:8]([C:6]1[CH:7]=[C:2]([B:17]([OH:22])[OH:18])[CH:3]=[N:4][CH:5]=1)#[C:9][CH3:10]. The catalyst class is: 11.